Dataset: Reaction yield outcomes from USPTO patents with 853,638 reactions. Task: Predict the reaction yield, written as a fraction of the theoretical maximum amount of product (1.0 means a 100% yield; for example, 0.34 means a 34% yield). (1) The reactants are Cl.[CH2:2]([O:9][C:10](=[O:20])[C@H:11]([CH2:13][C:14]1[CH:19]=[CH:18][CH:17]=[CH:16][CH:15]=1)[NH2:12])[C:3]1[CH:8]=[CH:7][CH:6]=[CH:5][CH:4]=1.[NH:21]([C:33]([O:35][CH2:36][C:37]1[CH:42]=[CH:41][CH:40]=[CH:39][CH:38]=1)=[O:34])[C@H:22]([C:30](O)=[O:31])[CH2:23][C:24]1[CH:29]=[CH:28][CH:27]=[CH:26][CH:25]=1.CCN(C(C)C)C(C)C.ON1C2N=CC=CC=2N=N1.C(Cl)CCl. The catalyst is C(Cl)Cl. The product is [CH2:36]([O:35][C:33]([NH:21][C@@H:22]([CH2:23][C:24]1[CH:29]=[CH:28][CH:27]=[CH:26][CH:25]=1)[C:30]([NH:12][C@@H:11]([CH2:13][C:14]1[CH:19]=[CH:18][CH:17]=[CH:16][CH:15]=1)[C:10]([O:9][CH2:2][C:3]1[CH:4]=[CH:5][CH:6]=[CH:7][CH:8]=1)=[O:20])=[O:31])=[O:34])[C:37]1[CH:38]=[CH:39][CH:40]=[CH:41][CH:42]=1. The yield is 0.870. (2) The reactants are [CH3:1][O:2][C:3]1[CH:36]=[CH:35][C:6]([CH2:7][N:8]2[C:12]3[N:13]=[CH:14][C:15]4[CH2:16][N:17]([C:21]([NH:23][C:24]5[CH:25]=[C:26]([CH:32]=[CH:33][CH:34]=5)[C:27]([O:29]CC)=[O:28])=[O:22])[CH2:18][CH2:19][C:20]=4[C:11]=3[CH:10]=[N:9]2)=[CH:5][CH:4]=1.[OH-].[Na+]. The catalyst is CO. The product is [CH3:1][O:2][C:3]1[CH:4]=[CH:5][C:6]([CH2:7][N:8]2[C:12]3[N:13]=[CH:14][C:15]4[CH2:16][N:17]([C:21]([NH:23][C:24]5[CH:25]=[C:26]([CH:32]=[CH:33][CH:34]=5)[C:27]([OH:29])=[O:28])=[O:22])[CH2:18][CH2:19][C:20]=4[C:11]=3[CH:10]=[N:9]2)=[CH:35][CH:36]=1. The yield is 0.900. (3) The reactants are [CH2:1]([N:8]1[C:17](=[O:18])[C:16]2[N:15]=[CH:14][CH:13]=[CH:12][C:11]=2[C:10](Br)=[CH:9]1)[C:2]1[CH:7]=[CH:6][CH:5]=[CH:4][CH:3]=1.[CH3:20][C:21]1[C:25](B(O)O)=[C:24]([CH3:29])[O:23][N:22]=1.C([O-])([O-])=O.[Na+].[Na+]. The catalyst is C1C=CC([P]([Pd]([P](C2C=CC=CC=2)(C2C=CC=CC=2)C2C=CC=CC=2)([P](C2C=CC=CC=2)(C2C=CC=CC=2)C2C=CC=CC=2)[P](C2C=CC=CC=2)(C2C=CC=CC=2)C2C=CC=CC=2)(C2C=CC=CC=2)C2C=CC=CC=2)=CC=1. The product is [CH2:1]([N:8]1[C:17](=[O:18])[C:16]2[N:15]=[CH:14][CH:13]=[CH:12][C:11]=2[C:10]([C:25]2[C:21]([CH3:20])=[N:22][O:23][C:24]=2[CH3:29])=[CH:9]1)[C:2]1[CH:7]=[CH:6][CH:5]=[CH:4][CH:3]=1. The yield is 0.560. (4) The reactants are Cl[C:2]1[N:7]=[C:6]([N:8]([C:10]2[C:18]3[O:17][CH2:16][O:15][C:14]=3[CH:13]=[CH:12][C:11]=2[Cl:19])[CH3:9])[CH:5]=[CH:4][N:3]=1.[NH2:20][C:21]1[CH:26]=[CH:25][CH:24]=[CH:23][CH:22]=1.Cl. The product is [Cl:19][C:11]1[CH:12]=[CH:13][C:14]2[O:15][CH2:16][O:17][C:18]=2[C:10]=1[N:8]([CH3:9])[C:6]1[CH:5]=[CH:4][N:3]=[C:2]([NH:20][C:21]2[CH:26]=[CH:25][CH:24]=[CH:23][CH:22]=2)[N:7]=1. The catalyst is O1CCOCC1.C(O)CCCC. The yield is 0.610.